This data is from Full USPTO retrosynthesis dataset with 1.9M reactions from patents (1976-2016). The task is: Predict the reactants needed to synthesize the given product. (1) Given the product [OH:39][C:34]1[CH:35]=[CH:36][CH:37]=[CH:38][C:33]=1[C:24]1[N:23]=[C:14]([N:16]2[CH2:19][CH2:20][C@@H:18]([NH:42][C:1](=[O:2])[O:3][C:4]([CH3:7])([CH3:6])[CH3:5])[CH2:17]2)[C:15]2[C:26](=[CH:27][C:28]([CH3:32])=[CH:29][CH:30]=2)[N:25]=1, predict the reactants needed to synthesize it. The reactants are: [C:1]([C@@H]1CCN(N)C1)([O:3][C:4]([CH3:7])([CH3:6])[CH3:5])=[O:2].[CH2:14]([N:16]([CH2:19][CH3:20])[CH2:17][CH3:18])[CH3:15].ClC1C2[C:26](=[CH:27][C:28]([CH3:32])=[CH:29][CH:30]=2)[N:25]=[C:24]([C:33]2[CH:38]=[CH:37][CH:36]=[CH:35][C:34]=2[OH:39])[N:23]=1.O.C[N:42](C=O)C. (2) Given the product [Cl:17][C:13]1[CH:12]=[C:11]([C@@:9]([OH:10])([C@@H:18]2[CH2:23][CH2:22][CH2:21][NH:20][CH2:19]2)[CH2:8][CH2:7][CH2:6][NH:5][C:3]([NH:2][CH3:1])=[O:4])[CH:16]=[CH:15][CH:14]=1, predict the reactants needed to synthesize it. The reactants are: [CH3:1][NH:2][C:3]([NH:5][CH2:6][CH2:7][CH2:8][C@:9]([C@@H:18]1[CH2:23][CH2:22][CH2:21][N:20](C(OC(C)(C)C)=O)[CH2:19]1)([C:11]1[CH:16]=[CH:15][CH:14]=[C:13]([Cl:17])[CH:12]=1)[OH:10])=[O:4].Cl. (3) Given the product [CH2:1]([O:8][C:9]([NH:11][C@@H:12]([CH2:17][C:18]([NH:19][C:20]1[CH:32]=[CH:31][C:30]2[C:29]3[C:24](=[CH:25][C:26]([F:47])=[CH:27][CH:28]=3)[CH2:23][C:22]=2[CH:21]=1)=[O:46])[C:13]([O:15][CH3:16])=[O:14])=[O:10])[C:2]1[CH:7]=[CH:6][CH:5]=[CH:4][CH:3]=1, predict the reactants needed to synthesize it. The reactants are: [CH2:1]([O:8][C:9]([NH:11][C@@H:12]([CH2:17][C:18](=[O:46])[NH:19][C:20]1[CH:32]=[CH:31][C:30]2[C:29]3[C:24](=[CH:25][C:26]([Sn](CCCC)(CCCC)CCCC)=[CH:27][CH:28]=3)[CH2:23][C:22]=2[CH:21]=1)[C:13]([O:15][CH3:16])=[O:14])=[O:10])[C:2]1[CH:7]=[CH:6][CH:5]=[CH:4][CH:3]=1.[F:47][BH-](F)F.F[BH-](F)F.ClC[N+]12CC[N+](F)(CC1)CC2. (4) Given the product [Br:1][C:2]1[CH:3]=[C:4]([CH3:25])[C:5]([CH:9]2[C:10](=[O:24])[C:11](=[CH:16][CH:17]3[CH2:22][CH2:21][O:20][CH2:19][CH2:18]3)[CH2:12][C:13]2=[O:14])=[C:6]([CH3:8])[CH:7]=1, predict the reactants needed to synthesize it. The reactants are: [Br:1][C:2]1[CH:7]=[C:6]([CH3:8])[C:5]([C:9]2[C:10](=[O:24])[CH:11]([CH:16](O)[CH:17]3[CH2:22][CH2:21][O:20][CH2:19][CH2:18]3)[CH2:12][C:13]=2[O:14]C)=[C:4]([CH3:25])[CH:3]=1. (5) Given the product [NH2:21][C:15]1[C:14]2[C:18](=[CH:19][CH:20]=[C:12]([NH:11][S:8]([C:4]3[CH:5]=[CH:6][CH:7]=[C:2]([F:1])[CH:3]=3)(=[O:10])=[O:9])[CH:13]=2)[NH:17][N:16]=1, predict the reactants needed to synthesize it. The reactants are: [F:1][C:2]1[CH:3]=[C:4]([S:8]([NH:11][C:12]2[CH:13]=[C:14]3[C:18](=[CH:19][CH:20]=2)[NH:17][N:16]=[C:15]3[NH:21]C(=O)C2C=CC=CC=2)(=[O:10])=[O:9])[CH:5]=[CH:6][CH:7]=1.Cl. (6) Given the product [NH2:69][CH2:70][C:71]([N:59]1[CH2:58][CH2:57][N:56]([CH2:55][C:27]2[C:26]([Cl:25])=[C:35]3[C:30]([C:31](=[O:50])[N:32]([CH2:37][C:38]4[CH:43]=[C:42]([Cl:44])[CH:41]=[CH:40][C:39]=4[S:45]([CH2:48][CH3:49])(=[O:47])=[O:46])[C:33](=[O:36])[NH:34]3)=[CH:29][C:28]=2[C:51]([F:54])([F:52])[F:53])[CH2:61][CH2:60]1)=[O:72], predict the reactants needed to synthesize it. The reactants are: CN(C(ON1N=NC2C=CC=CC1=2)=[N+](C)C)C.F[P-](F)(F)(F)(F)F.[Cl:25][C:26]1[C:27]([CH2:55][N:56]2[CH2:61][CH2:60][NH:59][CH2:58][CH2:57]2)=[C:28]([C:51]([F:54])([F:53])[F:52])[CH:29]=[C:30]2[C:35]=1[NH:34][C:33](=[O:36])[N:32]([CH2:37][C:38]1[CH:43]=[C:42]([Cl:44])[CH:41]=[CH:40][C:39]=1[S:45]([CH2:48][CH3:49])(=[O:47])=[O:46])[C:31]2=[O:50].C(OC([NH:69][CH2:70][C:71](O)=[O:72])=O)(C)(C)C.CCN(C(C)C)C(C)C.